Dataset: Peptide-MHC class II binding affinity with 134,281 pairs from IEDB. Task: Regression. Given a peptide amino acid sequence and an MHC pseudo amino acid sequence, predict their binding affinity value. This is MHC class II binding data. (1) The peptide sequence is SYTIVSSLGVDDVGT. The MHC is DRB4_0101 with pseudo-sequence DRB4_0103. The binding affinity (normalized) is 0.600. (2) The peptide sequence is EGKIILVAVHVASGYIE. The MHC is HLA-DQA10301-DQB10302 with pseudo-sequence HLA-DQA10301-DQB10302. The binding affinity (normalized) is 0.0273. (3) The peptide sequence is TDIAEMGANLCVERV. The MHC is DRB1_0901 with pseudo-sequence DRB1_0901. The binding affinity (normalized) is 0.367. (4) The peptide sequence is DVKFPGGGQIVGGVY. The MHC is HLA-DPA10103-DPB10401 with pseudo-sequence HLA-DPA10103-DPB10401. The binding affinity (normalized) is 0.252. (5) The binding affinity (normalized) is 0.411. The peptide sequence is LPQILAECARRRLRT. The MHC is DRB1_0901 with pseudo-sequence DRB1_0901. (6) The peptide sequence is EDVGYPIIIDQKYCP. The MHC is HLA-DQA10301-DQB10302 with pseudo-sequence HLA-DQA10301-DQB10302. The binding affinity (normalized) is 0.227.